From a dataset of Reaction yield outcomes from USPTO patents with 853,638 reactions. Predict the reaction yield, written as a fraction of the theoretical maximum amount of product (1.0 means a 100% yield; for example, 0.34 means a 34% yield). (1) The reactants are [CH2:1]([C:4]1[NH:5][C:6]2[C:12]([C:13](OC)=O)=[CH:11][CH:10]=[CH:9][C:7]=2[N:8]=1)[CH2:2][CH3:3].O.[C:18](OCC)(=[O:20])[CH3:19]. The catalyst is C1COCC1. The product is [CH2:1]([C:4]1[NH:5][C:6]2[C:12]([CH2:13][CH:18]([OH:20])[CH3:19])=[CH:11][CH:10]=[CH:9][C:7]=2[N:8]=1)[CH2:2][CH3:3]. The yield is 0.680. (2) The reactants are [F:1][C:2]1[CH:3]=[C:4]([CH2:10][CH2:11]C(OCC)=O)[CH:5]=C(OC)C=1.[CH3:17][Mg]Br.[CH2:20]([O:22][CH2:23][CH3:24])C.O.C([O:29][CH2:30][CH3:31])(=O)C. The catalyst is C1COCC1. The product is [F:1][C:2]1[CH:3]=[C:4]([CH2:10][CH2:11][C:30]([CH3:31])([OH:29])[CH3:17])[CH:5]=[C:23]([O:22][CH3:20])[CH:24]=1. The yield is 0.930. (3) The reactants are [NH3:1].CO.[Cl:4][C:5]1[CH:6]=[C:7]2[C:13]3([CH2:17][CH2:16][N:15]([C:18](=[O:24])[C:19]([O:21]CC)=O)[CH2:14]3)[CH2:12][N:11]([C:25](=[O:33])[NH:26][C:27]3[S:28][C:29]([Cl:32])=[CH:30][N:31]=3)[C:8]2=[CH:9][CH:10]=1. The catalyst is O1CCCC1. The product is [NH2:1][C:19](=[O:21])[C:18]([N:15]1[CH2:16][CH2:17][C:13]2([C:7]3[C:8](=[CH:9][CH:10]=[C:5]([Cl:4])[CH:6]=3)[N:11]([C:25]([NH:26][C:27]3[S:28][C:29]([Cl:32])=[CH:30][N:31]=3)=[O:33])[CH2:12]2)[CH2:14]1)=[O:24]. The yield is 0.620. (4) The reactants are [OH-].[Na+].[Br:3][CH:4]1[C:10]2[CH:11]=[CH:12][CH:13]=[CH:14][C:9]=2[C:8](=[O:15])[C:7]2[CH:16]=[CH:17][CH:18]=[CH:19][C:6]=2[CH:5]1Br. The catalyst is CO. The product is [Br:3][C:4]1[C:10]2[CH:11]=[CH:12][CH:13]=[CH:14][C:9]=2[C:8](=[O:15])[C:7]2[CH:16]=[CH:17][CH:18]=[CH:19][C:6]=2[CH:5]=1. The yield is 0.920. (5) The reactants are N1C=CC=CC=1.[CH2:7]([N:14]1[CH2:19][C@@H:18]([CH2:20][C:21]2[CH:26]=[CH:25][CH:24]=[CH:23][CH:22]=2)[NH:17][CH2:16][C@@H:15]1[CH3:27])[C:8]1[CH:13]=[CH:12][CH:11]=[CH:10][CH:9]=1.Cl[C:29]([O:31][CH3:32])=[O:30]. The catalyst is C(Cl)Cl. The product is [CH2:20]([C@H:18]1[CH2:19][N:14]([CH2:7][C:8]2[CH:9]=[CH:10][CH:11]=[CH:12][CH:13]=2)[C@H:15]([CH3:27])[CH2:16][N:17]1[C:29]([O:31][CH3:32])=[O:30])[C:21]1[CH:26]=[CH:25][CH:24]=[CH:23][CH:22]=1. The yield is 0.680. (6) The reactants are [NH2:1][CH2:2][C:3]1[C:4]2[N:5]([C:10]([C:14]([C:16]3[CH:21]=[CH:20][C:19]([Cl:22])=[CH:18][C:17]=3[F:23])=[O:15])=[C:11]([CH3:13])[N:12]=2)[N:6]=[C:7]([Cl:9])[CH:8]=1.C(=O)([O-])[O-].[K+].[K+].Br[CH2:31][CH2:32][O:33][CH2:34][CH2:35]Br. The catalyst is O. The product is [Cl:22][C:19]1[CH:20]=[CH:21][C:16]([C:14]([C:10]2[N:5]3[N:6]=[C:7]([Cl:9])[CH:8]=[C:3]([CH2:2][N:1]4[CH2:35][CH2:34][O:33][CH2:32][CH2:31]4)[C:4]3=[N:12][C:11]=2[CH3:13])=[O:15])=[C:17]([F:23])[CH:18]=1. The yield is 0.310. (7) The reactants are C(N(C(C)C)CC)(C)C.[NH2:10][CH:11]([CH2:14][C:15]1[CH:20]=[CH:19][C:18]([Cl:21])=[CH:17][CH:16]=1)[CH2:12][OH:13].Cl[C:23](Cl)([O:25]C(=O)OC(Cl)(Cl)Cl)Cl. The catalyst is ClCCl. The product is [Cl:21][C:18]1[CH:17]=[CH:16][C:15]([CH2:14][CH:11]2[CH2:12][O:13][C:23](=[O:25])[NH:10]2)=[CH:20][CH:19]=1. The yield is 1.00.